From a dataset of Reaction yield outcomes from USPTO patents with 853,638 reactions. Predict the reaction yield, written as a fraction of the theoretical maximum amount of product (1.0 means a 100% yield; for example, 0.34 means a 34% yield). The reactants are CO[C:3](=[O:22])/[C:4](/[O:14][CH2:15][C:16]1[CH:21]=[CH:20][CH:19]=[CH:18][CH:17]=1)=[C:5](\O)/[C:6]([O:8][C:9]([CH3:12])([CH3:11])[CH3:10])=[O:7].Cl.[CH3:24][C:25]([C:31]1[CH:36]=[CH:35][CH:34]=[CH:33][CH:32]=1)([CH3:30])[CH2:26][C:27](=[NH:29])[NH2:28].C[O-].[Na+].Cl. The catalyst is CO.O. The product is [CH2:15]([O:14][C:4]1[C:5]([C:6]([O:8][C:9]([CH3:10])([CH3:11])[CH3:12])=[O:7])=[N:28][C:27]([CH2:26][C:25]([CH3:30])([C:31]2[CH:36]=[CH:35][CH:34]=[CH:33][CH:32]=2)[CH3:24])=[N:29][C:3]=1[OH:22])[C:16]1[CH:17]=[CH:18][CH:19]=[CH:20][CH:21]=1. The yield is 0.210.